This data is from Full USPTO retrosynthesis dataset with 1.9M reactions from patents (1976-2016). The task is: Predict the reactants needed to synthesize the given product. (1) Given the product [OH:22][C@H:19]([CH2:20][OH:21])[CH2:18][CH2:17][O:16][C:9]1[C:10]2[C:15](=[CH:14][CH:13]=[CH:12][CH:11]=2)[C:6]([CH:2]=[O:25])=[CH:7][CH:8]=1, predict the reactants needed to synthesize it. The reactants are: N1C=CN=[C:2]1[C:6]1[C:15]2[C:10](=[CH:11][CH:12]=[CH:13][CH:14]=2)[C:9]([O:16][CH2:17][CH2:18][C@H:19]([OH:22])[CH2:20][OH:21])=[CH:8][CH:7]=1.C(O)(=[O:25])C. (2) Given the product [CH3:10][C:8]1([CH3:11])[CH2:7][C:6]2[C:12]([CH3:13])=[C:2]([N:24]3[CH2:25][CH2:26][N:21]([C:17]4[S:16][CH:20]=[CH:19][N:18]=4)[CH2:22][CH2:23]3)[C:3]([CH3:15])=[C:4]([CH3:14])[C:5]=2[O:9]1, predict the reactants needed to synthesize it. The reactants are: Br[C:2]1[C:3]([CH3:15])=[C:4]([CH3:14])[C:5]2[O:9][C:8]([CH3:11])([CH3:10])[CH2:7][C:6]=2[C:12]=1[CH3:13].[S:16]1[CH:20]=[CH:19][N:18]=[C:17]1[N:21]1[CH2:26][CH2:25][NH:24][CH2:23][CH2:22]1. (3) The reactants are: [NH2:1][C:2]1[CH:6]=[C:5]([Cl:7])[N:4]([C:8]2[CH:13]=[CH:12][C:11]([C:14]3[CH:18]=[CH:17][S:16][CH:15]=3)=[CH:10][CH:9]=2)[C:3]=1[C:19]([O:21][CH2:22][CH3:23])=[O:20].[C:24]([CH2:26][C:27](O)=[O:28])#[N:25].C(N(CC)CC)C.C(Cl)CCl.C1C=CC2N(O)N=NC=2C=1. Given the product [Cl:7][C:5]1[N:4]([C:8]2[CH:9]=[CH:10][C:11]([C:14]3[CH:18]=[CH:17][S:16][CH:15]=3)=[CH:12][CH:13]=2)[C:3]([C:19]([O:21][CH2:22][CH3:23])=[O:20])=[C:2]([NH:1][C:27](=[O:28])[CH2:26][C:24]#[N:25])[CH:6]=1, predict the reactants needed to synthesize it. (4) The reactants are: [Br:1][C:2]1[CH:3]=[CH:4][C:5](=[O:8])[NH:6][CH:7]=1.[H-].[Na+].Br[CH:12]([CH3:18])[C:13]([O:15][CH2:16][CH3:17])=[O:14]. Given the product [Br:1][C:2]1[CH:3]=[CH:4][C:5](=[O:8])[N:6]([CH:12]([CH3:18])[C:13]([O:15][CH2:16][CH3:17])=[O:14])[CH:7]=1, predict the reactants needed to synthesize it. (5) Given the product [CH:20]1([C:18]2[NH:17][N:16]=[C:15]([NH:14][C:4]3[N:5]=[C:6]([N:8]4[CH2:13][CH2:12][O:11][CH2:10][CH2:9]4)[N:7]=[C:2]([N:28]4[CH2:29][C@@H:25]([O:24][CH3:23])[CH2:26][C@H:27]4[C:30]([OH:32])=[O:31])[N:3]=3)[CH:19]=2)[CH2:22][CH2:21]1, predict the reactants needed to synthesize it. The reactants are: Cl[C:2]1[N:7]=[C:6]([N:8]2[CH2:13][CH2:12][O:11][CH2:10][CH2:9]2)[N:5]=[C:4]([NH:14][C:15]2[CH:19]=[C:18]([CH:20]3[CH2:22][CH2:21]3)[NH:17][N:16]=2)[N:3]=1.[CH3:23][O:24][C@@H:25]1[CH2:29][NH:28][C@H:27]([C:30]([OH:32])=[O:31])[CH2:26]1. (6) Given the product [Br:16][C:17]1[CH:18]=[CH:2][CH:7]=[C:6]([C:8]([N:10]2[CH2:11][CH2:12][O:13][CH2:14][CH2:15]2)=[O:9])[N:22]=1, predict the reactants needed to synthesize it. The reactants are: Br[C:2]1[CH:7]=[C:6]([C:8]([N:10]2[CH2:15][CH2:14][O:13][CH2:12][CH2:11]2)=[O:9])C=CN=1.[Br:16][C:17]1[N:22]=C(C(O)=O)C=C[CH:18]=1. (7) Given the product [Cl:17][C:11]1[C:10]([F:18])=[C:9]([C:6]2[CH:7]=[CH:8][N:4]([CH2:3][C@@H:2]([NH:1][C:29]([C:21]3[N:20]=[C:24]4[CH:25]=[N:26][CH:27]=[CH:28][N:23]4[CH:22]=3)=[O:30])[CH3:19])[N:5]=2)[CH:16]=[CH:15][C:12]=1[C:13]#[N:14], predict the reactants needed to synthesize it. The reactants are: [NH2:1][C@@H:2]([CH3:19])[CH2:3][N:4]1[CH:8]=[CH:7][C:6]([C:9]2[CH:16]=[CH:15][C:12]([C:13]#[N:14])=[C:11]([Cl:17])[C:10]=2[F:18])=[N:5]1.[N:20]1[C:21]([C:29](O)=[O:30])=[CH:22][N:23]2[CH:28]=[CH:27][N:26]=[CH:25][C:24]=12.C1C=CC2N(O)N=NC=2C=1.CCN(C(C)C)C(C)C.CCN=C=NCCCN(C)C. (8) Given the product [F:22][C:23]1[CH:28]=[CH:27][C:26]([C:29]2[O:21][N:19]=[C:16]3[CH:15]=[CH:14][C:13]([C:12]4[N:8]([C:5]5[CH:6]=[CH:7][C:2]([F:1])=[CH:3][CH:4]=5)[N:9]=[CH:10][CH:11]=4)=[CH:18][C:17]=23)=[CH:25][CH:24]=1, predict the reactants needed to synthesize it. The reactants are: [F:1][C:2]1[CH:7]=[CH:6][C:5]([N:8]2[C:12]([C:13]3[CH:18]=[CH:17][C:16]([N+:19]([O-:21])=O)=[CH:15][CH:14]=3)=[CH:11][CH:10]=[N:9]2)=[CH:4][CH:3]=1.[F:22][C:23]1[CH:28]=[CH:27][C:26]([CH2:29]C#N)=[CH:25][CH:24]=1. (9) Given the product [CH3:19][O:18][C:5]1[CH:4]=[C:3]([O:30][C:31]([F:34])([F:33])[F:32])[CH:2]=[CH:7][C:6]=1[CH:8]([OH:17])[C:9]#[C:10][C:11]1[CH:16]=[CH:15][CH:14]=[CH:13][CH:12]=1, predict the reactants needed to synthesize it. The reactants are: F[C:2]1[CH:3]=[CH:4][C:5]([O:18][CH3:19])=[C:6]([CH:8]([OH:17])[C:9]#[C:10][C:11]2[CH:16]=[CH:15][CH:14]=[CH:13][CH:12]=2)[CH:7]=1.COC1C=C([O:30][C:31]([F:34])([F:33])[F:32])C=CC=1C=O. (10) Given the product [NH2:28][C:26]([C@@H:21]([NH:20][C:17]([C:10]1[C:11]2[C:16](=[CH:15][CH:14]=[CH:13][CH:12]=2)[N:8]([CH2:7][C:2]2[CH:3]=[CH:4][CH:5]=[CH:6][N:1]=2)[N:9]=1)=[O:19])[C:22]([CH3:25])([CH3:24])[CH3:23])=[O:27], predict the reactants needed to synthesize it. The reactants are: [N:1]1[CH:6]=[CH:5][CH:4]=[CH:3][C:2]=1[CH2:7][N:8]1[C:16]2[C:11](=[CH:12][CH:13]=[CH:14][CH:15]=2)[C:10]([C:17]([OH:19])=O)=[N:9]1.[NH2:20][C@H:21]([C:26]([NH2:28])=[O:27])[C:22]([CH3:25])([CH3:24])[CH3:23].CCN=C=NCCCN(C)C.Cl.C1C=CC2N(O)N=NC=2C=1.C(N(CC)C(C)C)(C)C.